From a dataset of Full USPTO retrosynthesis dataset with 1.9M reactions from patents (1976-2016). Predict the reactants needed to synthesize the given product. (1) The reactants are: [C:1]([C:5]1[CH:10]=[CH:9][C:8]([NH:11]C(=O)C)=[C:7]([F:15])[CH:6]=1)([CH3:4])([CH3:3])[CH3:2].Cl. Given the product [C:1]([C:5]1[CH:10]=[CH:9][C:8]([NH2:11])=[C:7]([F:15])[CH:6]=1)([CH3:4])([CH3:2])[CH3:3], predict the reactants needed to synthesize it. (2) The reactants are: C([BH-](CC)CC)C.[Li+].[Br:9][C:10]1[CH:15]=[CH:14][C:13]([C@@H:16]([N:18]2[CH2:23][CH2:22][C@:21]([CH2:30][C:31]3([CH3:34])[CH2:33][O:32]3)([C:24]3[CH:29]=[CH:28][CH:27]=[CH:26][CH:25]=3)[O:20][C:19]2=[O:35])[CH3:17])=[C:12]([CH3:36])[CH:11]=1. Given the product [Br:9][C:10]1[CH:15]=[CH:14][C:13]([C@@H:16]([N:18]2[CH2:23][CH2:22][C@:21]([CH2:30][C:31]([OH:32])([CH3:34])[CH3:33])([C:24]3[CH:25]=[CH:26][CH:27]=[CH:28][CH:29]=3)[O:20][C:19]2=[O:35])[CH3:17])=[C:12]([CH3:36])[CH:11]=1, predict the reactants needed to synthesize it. (3) Given the product [NH2:8][C:9]1[N:10]=[CH:11][C:12]([CH2:15][C:16]([O:18][CH3:19])=[O:17])=[N:13][CH:14]=1, predict the reactants needed to synthesize it. The reactants are: C(OC([NH:8][C:9]1[N:10]=[CH:11][C:12]([CH2:15][C:16]([O:18][CH3:19])=[O:17])=[N:13][CH:14]=1)=O)(C)(C)C.O1CCOCC1.Cl.C(=O)(O)[O-].[Na+].C(OCC)(=O)C. (4) Given the product [CH2:17]([O:27][C:24]([CH:13]1[CH2:5][CH2:6][S:2](=[O:1])(=[O:10])[N:12]1[CH2:14][C:18]1[CH:23]=[CH:22][CH:21]=[CH:20][CH:19]=1)=[O:25])[C:18]1[CH:23]=[CH:22][CH:21]=[CH:20][CH:19]=1, predict the reactants needed to synthesize it. The reactants are: [O:1]=[S:2]1(=[O:10])[CH2:6][CH2:5]C(C(O)=O)N1.C[N:12]([CH:14]=O)[CH3:13].Br[CH2:17][C:18]1[CH:23]=[CH:22][CH:21]=[CH:20][CH:19]=1.[C:24]([O-:27])([O-])=[O:25].[K+].[K+].